This data is from Forward reaction prediction with 1.9M reactions from USPTO patents (1976-2016). The task is: Predict the product of the given reaction. (1) The product is: [NH2:8][C:9]1[C:10]2[N:11]([C:31]([C:35]#[N:36])=[C:32]([Cl:34])[N:33]=2)[CH2:12][C@:13]([C:16]2[CH:17]=[C:18]([NH2:23])[CH:19]=[CH:20][C:21]=2[F:22])([CH3:15])[N:14]=1. Given the reactants FC(F)(F)C(O)=O.[NH2:8][C:9]1[C:10]2[N:11]([C:31]([C:35]#[N:36])=[C:32]([Cl:34])[N:33]=2)[CH2:12][C@:13]([C:16]2[CH:17]=[C:18]([NH:23]C(=O)OC(C)(C)C)[CH:19]=[CH:20][C:21]=2[F:22])([CH3:15])[N:14]=1, predict the reaction product. (2) The product is: [CH:1]1([N:4]([CH2:29][C:30]2[CH:35]=[C:34]([CH2:36][CH2:37][CH2:38][O:39][CH3:40])[CH:33]=[C:32]([O:41][CH2:42][CH2:43][O:44][CH3:45])[CH:31]=2)[C:5]([C@@H:7]2[C@:12]([C:14]3[CH:19]=[C:18]([F:20])[CH:17]=[C:16]([F:21])[CH:15]=3)([O:13][CH3:46])[CH2:11][CH2:10][N:9]([C:22]([O:24][C:25]([CH3:28])([CH3:27])[CH3:26])=[O:23])[CH2:8]2)=[O:6])[CH2:3][CH2:2]1. Given the reactants [CH:1]1([N:4]([CH2:29][C:30]2[CH:35]=[C:34]([CH2:36][CH2:37][CH2:38][O:39][CH3:40])[CH:33]=[C:32]([O:41][CH2:42][CH2:43][O:44][CH3:45])[CH:31]=2)[C:5]([C@@H:7]2[C@:12]([C:14]3[CH:19]=[C:18]([F:20])[CH:17]=[C:16]([F:21])[CH:15]=3)([OH:13])[CH2:11][CH2:10][N:9]([C:22]([O:24][C:25]([CH3:28])([CH3:27])[CH3:26])=[O:23])[CH2:8]2)=[O:6])[CH2:3][CH2:2]1.[CH3:46]I.[H-].[Na+], predict the reaction product. (3) Given the reactants FC(F)(F)C(O)=O.[CH:8]1([CH2:11][NH:12][C:13](=[O:38])[NH:14][C:15]2[CH:37]=[CH:36][C:18]([C:19]([N:21]([CH:23]3[CH2:28][CH2:27][N:26](C(OC(C)(C)C)=O)[CH2:25][CH2:24]3)[CH3:22])=[O:20])=[CH:17][CH:16]=2)[CH2:10][CH2:9]1, predict the reaction product. The product is: [CH:8]1([CH2:11][NH:12][C:13](=[O:38])[NH:14][C:15]2[CH:37]=[CH:36][C:18]([C:19]([N:21]([CH3:22])[CH:23]3[CH2:24][CH2:25][NH:26][CH2:27][CH2:28]3)=[O:20])=[CH:17][CH:16]=2)[CH2:9][CH2:10]1. (4) Given the reactants [CH2:1]([O:3][C:4]([N:6]1[C:15]2[C:10](=[N:11][C:12]([O:16][CH3:17])=[CH:13][CH:14]=2)[C@@H:9]([NH:18][C:19]2[C:24]([CH2:25][C:26]3[CH:31]=[C:30]([C:32]([F:35])([F:34])[F:33])[CH:29]=[C:28]([C:36]([F:39])([F:38])[F:37])[CH:27]=3)=[N:23][CH:22]=[C:21](Cl)[N:20]=2)[CH2:8][C@H:7]1[CH2:41][CH3:42])=[O:5])[CH3:2].C(N(C(C)C)CC)(C)C.[NH:52]1[CH2:57][CH2:56][O:55][CH2:54][CH2:53]1, predict the reaction product. The product is: [CH2:1]([O:3][C:4]([N:6]1[C:15]2[C:10](=[N:11][C:12]([O:16][CH3:17])=[CH:13][CH:14]=2)[C@@H:9]([NH:18][C:19]2[C:24]([CH2:25][C:26]3[CH:31]=[C:30]([C:32]([F:35])([F:34])[F:33])[CH:29]=[C:28]([C:36]([F:39])([F:38])[F:37])[CH:27]=3)=[N:23][CH:22]=[C:21]([N:52]3[CH2:57][CH2:56][O:55][CH2:54][CH2:53]3)[N:20]=2)[CH2:8][C@H:7]1[CH2:41][CH3:42])=[O:5])[CH3:2]. (5) The product is: [F:17][C:15]1[CH:16]=[C:11]([CH2:10][C@@H:9]([NH:8][C:6](=[O:7])[O:5][C:1]([CH3:2])([CH3:3])[CH3:4])[C:19]([N:56]2[CH2:57][CH2:58][CH:53]([N:44]3[N:43]=[C:42]([C:36]4[CH:37]=[CH:38][C:39]([O:40][CH3:41])=[C:34]([O:33][CH3:32])[CH:35]=4)[C@@H:51]4[C@@H:46]([CH2:47][CH2:48][CH2:49][CH2:50]4)[C:45]3=[O:52])[CH2:54][CH2:55]2)=[O:21])[CH:12]=[C:13]([F:18])[CH:14]=1. Given the reactants [C:1]([O:5][C:6]([NH:8][C@@H:9]([C:19]([OH:21])=O)[CH2:10][C:11]1[CH:16]=[C:15]([F:17])[CH:14]=[C:13]([F:18])[CH:12]=1)=[O:7])([CH3:4])([CH3:3])[CH3:2].CCN(C(C)C)C(C)C.Cl.[CH3:32][O:33][C:34]1[CH:35]=[C:36]([C:42]2[C@@H:51]3[C@@H:46]([CH2:47][CH2:48][CH2:49][CH2:50]3)[C:45](=[O:52])[N:44]([CH:53]3[CH2:58][CH2:57][NH:56][CH2:55][CH2:54]3)[N:43]=2)[CH:37]=[CH:38][C:39]=1[O:40][CH3:41].CCOC(C(C#N)=NOC(N1CCOCC1)=[N+](C)C)=O.F[P-](F)(F)(F)(F)F.C(=O)(O)[O-].[Na+], predict the reaction product.